This data is from Reaction yield outcomes from USPTO patents with 853,638 reactions. The task is: Predict the reaction yield, written as a fraction of the theoretical maximum amount of product (1.0 means a 100% yield; for example, 0.34 means a 34% yield). (1) The reactants are [N:1]1([CH2:7][CH2:8][CH2:9][CH2:10][O:11][C:12]2[CH:17]=[CH:16][C:15]([NH2:18])=[CH:14][CH:13]=2)[CH2:6][CH2:5][CH2:4][CH2:3][CH2:2]1.[F:19][C:20]1[CH:28]=[C:27]2[C:23]([C:24](=[CH:30]O)[C:25](=[O:29])[NH:26]2)=[CH:22][CH:21]=1. No catalyst specified. The product is [F:19][C:20]1[CH:28]=[C:27]2[C:23]([C:24](=[CH:30][NH:18][C:15]3[CH:14]=[CH:13][C:12]([O:11][CH2:10][CH2:9][CH2:8][CH2:7][N:1]4[CH2:2][CH2:3][CH2:4][CH2:5][CH2:6]4)=[CH:17][CH:16]=3)[C:25](=[O:29])[NH:26]2)=[CH:22][CH:21]=1. The yield is 0.730. (2) The reactants are [C:1]([O:5][C:6]([NH:8][C@@H:9]1[C:19]2[C:14](=[N:15][CH:16]=[CH:17][N:18]=2)[C:13]([CH2:20][C:21](O)=[O:22])=[CH:12][CH2:11][C@H:10]1[C:24]1[CH:29]=[CH:28][CH:27]=[C:26]([F:30])[C:25]=1[F:31])=[O:7])([CH3:4])([CH3:3])[CH3:2].[NH:32]1[CH2:37][CH2:36][CH:35]([N:38]2[C:46]3[C:41](=[N:42][CH:43]=[CH:44][CH:45]=3)[NH:40][C:39]2=[O:47])[CH2:34][CH2:33]1.Cl.CCN(C(C)C)C(C)C.C(OP(ON1C(=O)C2C=CC=CC=2N=N1)(OCC)=O)C. The catalyst is C(Cl)Cl.CN(C)C=O.C(OCC)(=O)C. The product is [F:31][C:25]1[C:26]([F:30])=[CH:27][CH:28]=[CH:29][C:24]=1[C@@H:10]1[CH2:11][CH:12]=[C:13]([CH2:20][C:21](=[O:22])[N:32]2[CH2:33][CH2:34][CH:35]([N:38]3[C:46]4[C:41](=[N:42][CH:43]=[CH:44][CH:45]=4)[NH:40][C:39]3=[O:47])[CH2:36][CH2:37]2)[C:14]2=[N:15][CH:16]=[CH:17][N:18]=[C:19]2[C@H:9]1[NH:8][C:6](=[O:7])[O:5][C:1]([CH3:3])([CH3:4])[CH3:2]. The yield is 0.640. (3) The reactants are [CH3:1][C:2]1[C:7]([OH:8])=[CH:6][CH:5]=[C:4]([CH3:9])[N:3]=1.Cl[C:11]1[C:20]2[C:15](=[CH:16][C:17]([O:23][CH3:24])=[C:18]([O:21][CH3:22])[CH:19]=2)[N:14]=[CH:13][CH:12]=1. The catalyst is CN(C1C=CN=CC=1)C.ClC1C=CC=CC=1Cl. The product is [CH3:1][C:2]1[C:7]([O:8][C:11]2[C:20]3[C:15](=[CH:16][C:17]([O:23][CH3:24])=[C:18]([O:21][CH3:22])[CH:19]=3)[N:14]=[CH:13][CH:12]=2)=[CH:6][CH:5]=[C:4]([CH3:9])[N:3]=1. The yield is 0.830. (4) The reactants are C(OC([NH:8][C@H:9]([C:11]([NH:13][CH:14]1[N:20]=[C:19]([C:21]2[CH:26]=[CH:25][CH:24]=[CH:23][N:22]=2)[C:18]2[CH:27]=[CH:28][CH:29]=[CH:30][C:17]=2[N:16]([CH2:31][C:32](=[O:37])[C:33]([CH3:36])([CH3:35])[CH3:34])[C:15]1=[O:38])=[O:12])[CH3:10])=O)(C)(C)C.C(O)(C(F)(F)F)=O. No catalyst specified. The product is [NH2:8][C@H:9]([C:11]([NH:13][CH:14]1[N:20]=[C:19]([C:21]2[CH:26]=[CH:25][CH:24]=[CH:23][N:22]=2)[C:18]2[CH:27]=[CH:28][CH:29]=[CH:30][C:17]=2[N:16]([CH2:31][C:32](=[O:37])[C:33]([CH3:35])([CH3:34])[CH3:36])[C:15]1=[O:38])=[O:12])[CH3:10]. The yield is 0.930.